From a dataset of Catalyst prediction with 721,799 reactions and 888 catalyst types from USPTO. Predict which catalyst facilitates the given reaction. The catalyst class is: 23. Reactant: [N+:1]([C:4]1[CH:5]=[C:6]([CH:14]=[C:15]([C:17]([F:20])([F:19])[F:18])[CH:16]=1)[O:7][CH2:8][CH:9]1[CH2:13][CH2:12][CH2:11][NH:10]1)([O-:3])=[O:2].C=O.[BH3-][C:24]#N.[Na+]. Product: [CH3:24][N:10]1[CH2:11][CH2:12][CH2:13][CH:9]1[CH2:8][O:7][C:6]1[CH:14]=[C:15]([C:17]([F:20])([F:18])[F:19])[CH:16]=[C:4]([N+:1]([O-:3])=[O:2])[CH:5]=1.